From a dataset of Forward reaction prediction with 1.9M reactions from USPTO patents (1976-2016). Predict the product of the given reaction. Given the reactants [Br:1][C:2]1[C:6]2[N:7]=[C:8](Cl)[N:9]=[CH:10][C:5]=2[S:4][CH:3]=1.C(O)(C)C.[NH3:16], predict the reaction product. The product is: [Br:1][C:2]1[C:6]2[N:7]=[C:8]([NH2:16])[N:9]=[CH:10][C:5]=2[S:4][CH:3]=1.